From a dataset of Catalyst prediction with 721,799 reactions and 888 catalyst types from USPTO. Predict which catalyst facilitates the given reaction. (1) Reactant: [Cl:1][C:2]1[CH:10]=[CH:9][C:5]([C:6](Cl)=O)=[CH:4][N:3]=1.[Cl:11][C:12]1[CH:17]=[CH:16][CH:15]=[C:14]([NH2:18])[C:13]=1[NH:19][CH2:20][CH2:21][CH3:22]. Product: [Cl:11][C:12]1[C:13]2[N:19]([CH2:20][CH2:21][CH3:22])[C:6]([C:5]3[CH:4]=[N:3][C:2]([Cl:1])=[CH:10][CH:9]=3)=[N:18][C:14]=2[CH:15]=[CH:16][CH:17]=1. The catalyst class is: 1. (2) Reactant: [F:1][C:2]([F:24])([F:23])[C:3]1[CH:4]=[C:5]([N:13]2[C:17]3=[N:18][CH:19]=[N:20][C:21](Cl)=[C:16]3[CH:15]=[N:14]2)[CH:6]=[C:7]([C:9]([F:12])([F:11])[F:10])[CH:8]=1.[C:25]([O:29][C:30](=[O:39])[NH:31][CH:32]1[CH2:37][CH2:36][CH:35]([NH2:38])[CH2:34][CH2:33]1)([CH3:28])([CH3:27])[CH3:26].C(N(C(C)C)CC)(C)C. Product: [C:25]([O:29][C:30](=[O:39])[NH:31][CH:32]1[CH2:33][CH2:34][CH:35]([NH:38][C:21]2[N:20]=[CH:19][N:18]=[C:17]3[N:13]([C:5]4[CH:4]=[C:3]([C:2]([F:24])([F:23])[F:1])[CH:8]=[C:7]([C:9]([F:12])([F:11])[F:10])[CH:6]=4)[N:14]=[CH:15][C:16]=23)[CH2:36][CH2:37]1)([CH3:28])([CH3:26])[CH3:27]. The catalyst class is: 1. (3) Reactant: Cl.[NH2:2][C@H:3]([C:7]1([CH3:10])[CH2:9][CH2:8]1)[C:4]([OH:6])=[O:5].[OH-].[Na+].[C:13](O[C:13]([O:15][C:16]([CH3:19])([CH3:18])[CH3:17])=[O:14])([O:15][C:16]([CH3:19])([CH3:18])[CH3:17])=[O:14].Cl. Product: [C:16]([O:15][C:13]([NH:2][C@H:3]([C:7]1([CH3:10])[CH2:9][CH2:8]1)[C:4]([OH:6])=[O:5])=[O:14])([CH3:19])([CH3:18])[CH3:17]. The catalyst class is: 38. (4) Reactant: CN(C)CCN(C)C.[C:9]1([Mg]Br)[CH:14]=[CH:13][CH:12]=[CH:11][CH:10]=1.[O-]S(C(F)(F)F)(=O)=O.C([B+]CCCC)CCC.[CH3:34][S:35]([C:38]1[CH:43]=[CH:42][C:41](/[CH:44]=[CH:45]/[C:46]([N:48]2[C@H:52]([C:53]3[CH:58]=[CH:57][CH:56]=[CH:55][CH:54]=3)[C@H:51]([CH3:59])[N:50]([CH3:60])[C:49]2=[O:61])=[O:47])=[CH:40][CH:39]=1)(=[O:37])=[O:36]. Product: [CH3:34][S:35]([C:38]1[CH:39]=[CH:40][C:41]([C@H:44]([C:9]2[CH:14]=[CH:13][CH:12]=[CH:11][CH:10]=2)[CH2:45][C:46]([N:48]2[C@H:52]([C:53]3[CH:58]=[CH:57][CH:56]=[CH:55][CH:54]=3)[C@H:51]([CH3:59])[N:50]([CH3:60])[C:49]2=[O:61])=[O:47])=[CH:42][CH:43]=1)(=[O:36])=[O:37]. The catalyst class is: 356.